This data is from Catalyst prediction with 721,799 reactions and 888 catalyst types from USPTO. The task is: Predict which catalyst facilitates the given reaction. (1) Reactant: [CH3:1][C:2]1([CH3:15])[C:14]2[CH:13]=[CH:12][CH:11]=[CH:10][C:9]=2[C:8]2[C:3]1=[CH:4][CH:5]=[CH:6][CH:7]=2.[Br:16][C:17]1[CH:18]=[C:19]2[C:24](=[O:25])[O:23][C:21](=[O:22])[C:20]2=[CH:26][CH:27]=1.ClCCl.[Cl-].[Al+3].[Cl-].[Cl-]. Product: [Br:16][C:17]1[CH:27]=[CH:26][C:20]([C:21]([C:5]2[CH:6]=[CH:7][C:8]3[C:9]4[C:14](=[CH:13][CH:12]=[CH:11][CH:10]=4)[C:2]([CH3:15])([CH3:1])[C:3]=3[CH:4]=2)=[O:22])=[C:19]([CH:18]=1)[C:24]([OH:25])=[O:23]. The catalyst class is: 6. (2) Reactant: [CH3:1][S:2]([OH:5])(=[O:4])=[O:3].[Cl:6][C:7]1[C:12]2[O:13][C:14]3[C:23]([CH3:24])=[CH:22][C:21]([C:25]([OH:27])=[O:26])=[CH:20][C:15]=3[S:16](=[O:19])(=[O:18])[CH2:17][C:11]=2[CH:10]=[C:9]([N:28]2[CH2:33][CH2:32][NH:31][CH2:30][CH2:29]2)[CH:8]=1. Product: [S:2]([OH:5])(=[O:4])(=[O:3])[CH3:1].[Cl:6][C:7]1[C:12]2[O:13][C:14]3[C:23]([CH3:24])=[CH:22][C:21]([C:25]([OH:27])=[O:26])=[CH:20][C:15]=3[S:16](=[O:18])(=[O:19])[CH2:17][C:11]=2[CH:10]=[C:9]([N:28]2[CH2:29][CH2:30][NH:31][CH2:32][CH2:33]2)[CH:8]=1. The catalyst class is: 5. (3) Reactant: [Cl:1][C:2]1[C:10]([O:11][CH:12]([CH3:14])[CH3:13])=[CH:9][C:8]([Cl:15])=[CH:7][C:3]=1[C:4]([OH:6])=O.Cl.[NH2:17][CH2:18][C:19]1[C:20](=[O:27])[NH:21][C:22]([CH3:26])=[CH:23][C:24]=1[CH3:25].C1C=NC2N(O)N=NC=2C=1.CN1CCOCC1.C(Cl)CCl. Product: [Cl:1][C:2]1[C:10]([O:11][CH:12]([CH3:14])[CH3:13])=[CH:9][C:8]([Cl:15])=[CH:7][C:3]=1[C:4]([NH:17][CH2:18][C:19]1[C:20](=[O:27])[NH:21][C:22]([CH3:26])=[CH:23][C:24]=1[CH3:25])=[O:6]. The catalyst class is: 4. (4) The catalyst class is: 16. Reactant: [Cl:1][C:2]1[CH:7]=[C:6]([C:8]#[N:9])[CH:5]=[CH:4][C:3]=1[C:10]1(C(O)=O)[N:14]2[CH:15]=[N:16][CH:17]=[C:13]2[CH2:12][CH2:11]1.CCN(CC)CC. Product: [Cl:1][C:2]1[CH:7]=[C:6]([CH:5]=[CH:4][C:3]=1[CH:10]1[N:14]2[CH:15]=[N:16][CH:17]=[C:13]2[CH2:12][CH2:11]1)[C:8]#[N:9]. (5) Reactant: [CH3:1][N:2]1[C:10]2[C:5](=[CH:6][C:7]([CH:11]3[CH2:16][NH:15][C:14](=O)[CH2:13][O:12]3)=[CH:8][CH:9]=2)[CH:4]=[N:3]1. Product: [CH3:1][N:2]1[C:10]2[C:5](=[CH:6][C:7]([CH:11]3[O:12][CH2:13][CH2:14][NH:15][CH2:16]3)=[CH:8][CH:9]=2)[CH:4]=[N:3]1. The catalyst class is: 1. (6) Reactant: C([O:3][C:4](=[O:35])[CH2:5][C@H:6]1[O:10][B:9]([OH:11])[C:8]2[CH:12]=[C:13]([O:16][C:17]3[CH:22]=[CH:21][CH:20]=[C:19]([O:23][CH2:24][CH2:25][CH2:26][NH:27][C:28]([O:30][C:31]([CH3:34])([CH3:33])[CH3:32])=[O:29])[CH:18]=3)[CH:14]=[CH:15][C:7]1=2)C.[Li+].[OH-].Cl. Product: [C:31]([O:30][C:28]([NH:27][CH2:26][CH2:25][CH2:24][O:23][C:19]1[CH:18]=[C:17]([CH:22]=[CH:21][CH:20]=1)[O:16][C:13]1[CH:14]=[CH:15][C:7]2[C@@H:6]([CH2:5][C:4]([OH:35])=[O:3])[O:10][B:9]([OH:11])[C:8]=2[CH:12]=1)=[O:29])([CH3:34])([CH3:32])[CH3:33]. The catalyst class is: 20.